From a dataset of Peptide-MHC class II binding affinity with 134,281 pairs from IEDB. Regression. Given a peptide amino acid sequence and an MHC pseudo amino acid sequence, predict their binding affinity value. This is MHC class II binding data. (1) The peptide sequence is HTLMSIVSSLHLSIR. The MHC is DRB1_1302 with pseudo-sequence DRB1_1302. The binding affinity (normalized) is 0. (2) The peptide sequence is PSELQMSWLPLCVRL. The MHC is DRB3_0101 with pseudo-sequence DRB3_0101. The binding affinity (normalized) is 0.332. (3) The binding affinity (normalized) is 0.427. The peptide sequence is AYVYFASDASTYTTG. The MHC is HLA-DQA10102-DQB10602 with pseudo-sequence HLA-DQA10102-DQB10602. (4) The peptide sequence is SAQIHLYYNSNIG. The MHC is DRB5_0101 with pseudo-sequence DRB5_0101. The binding affinity (normalized) is 0.